This data is from Full USPTO retrosynthesis dataset with 1.9M reactions from patents (1976-2016). The task is: Predict the reactants needed to synthesize the given product. (1) Given the product [NH:6]1[C:7]2[C:3](=[C:2]([O:1][CH2:23][C@H:19]3[CH2:20][CH2:21][CH2:22][N:18]3[C:16]([O:15][C:11]([CH3:12])([CH3:14])[CH3:13])=[O:17])[CH:10]=[CH:9][CH:8]=2)[CH:4]=[CH:5]1, predict the reactants needed to synthesize it. The reactants are: [OH:1][C:2]1[CH:10]=[CH:9][CH:8]=[C:7]2[C:3]=1[CH:4]=[CH:5][NH:6]2.[C:11]([O:15][C:16]([N:18]1[CH2:22][CH2:21][CH2:20][C@@H:19]1[CH2:23]O)=[O:17])([CH3:14])([CH3:13])[CH3:12].C1(P(C2C=CC=CC=2)C2C=CC=CC=2)C=CC=CC=1.N(C(OCC)=O)=NC(OCC)=O. (2) Given the product [FH:62].[FH:62].[N:67]12[CH2:70][CH2:71][CH:73]([CH2:69][CH2:68]1)[C@@H:66]([N:11]([C:12]1[CH:17]=[C:16]([CH2:18][CH2:19][CH2:20][N:21]3[C:25]4[CH:26]=[CH:27][C:28]([CH2:30][NH:31][CH2:32][C@H:33]([OH:46])[C:34]5[CH:43]=[CH:42][C:41]([OH:44])=[C:40]6[C:35]=5[CH:36]=[CH:37][C:38](=[O:45])[NH:39]6)=[CH:29][C:24]=4[O:23][C:22]3=[O:54])[CH:15]=[CH:14][C:13]=1[C:55]1[CH:56]=[CH:57][CH:58]=[CH:59][CH:60]=1)[C:10](=[O:9])[OH:61])[CH2:65]2, predict the reactants needed to synthesize it. The reactants are: N12CCC(CC1)[C@@H]([O:9][C:10](=[O:61])[NH:11][C:12]1[CH:17]=[C:16]([CH2:18][CH2:19][CH2:20][N:21]3[C:25]4[CH:26]=[CH:27][C:28]([CH2:30][NH:31][CH2:32][C@H:33]([O:46][Si](C(C)(C)C)(C)C)[C:34]5[CH:43]=[CH:42][C:41]([OH:44])=[C:40]6[C:35]=5[CH:36]=[CH:37][C:38](=[O:45])[NH:39]6)=[CH:29][C:24]=4[O:23][C:22]3=[O:54])[CH:15]=[CH:14][C:13]=1[C:55]1[CH:60]=[CH:59][CH:58]=[CH:57][CH:56]=1)C2.[FH:62].F.F.[CH2:65]([N:67]([CH2:70][CH3:71])[CH2:68][CH3:69])[CH3:66].O1CCC[CH2:73]1. (3) Given the product [NH2:26][C:14]1[N:13]=[C:12]([NH:1][CH2:2][CH2:3][CH2:4][N:5]2[CH2:9][CH2:8][CH2:7][C:6]2=[O:10])[CH:17]=[C:16]([C:18]2[CH:23]=[CH:22][CH:21]=[C:20]([CH3:24])[C:19]=2[CH3:25])[N:15]=1, predict the reactants needed to synthesize it. The reactants are: [NH2:1][CH2:2][CH2:3][CH2:4][N:5]1[CH2:9][CH2:8][CH2:7][C:6]1=[O:10].Cl[C:12]1[CH:17]=[C:16]([C:18]2[CH:23]=[CH:22][CH:21]=[C:20]([CH3:24])[C:19]=2[CH3:25])[N:15]=[C:14]([NH2:26])[N:13]=1. (4) Given the product [NH2:62][C:60](=[O:61])[C@@H:59]([NH:58][C:29](=[O:30])[C:28]1[CH:27]=[CH:26][C:25]([NH:24][C:14]2[N:13]=[C:12]([NH:11][C:8]3([C:5]4[CH:4]=[CH:3][C:2]([Cl:1])=[CH:7][CH:6]=4)[CH2:10][CH2:9]3)[N:17]=[C:16]([O:18][CH2:19][C:20]([F:21])([F:22])[F:23])[N:15]=2)=[CH:33][CH:32]=1)[CH2:63][CH2:64][CH2:65][NH:66][C:67]([NH2:69])=[NH:68], predict the reactants needed to synthesize it. The reactants are: [Cl:1][C:2]1[CH:7]=[CH:6][C:5]([C:8]2([NH:11][C:12]3[N:17]=[C:16]([O:18][CH2:19][C:20]([F:23])([F:22])[F:21])[N:15]=[C:14]([NH:24][C:25]4[CH:33]=[CH:32][C:28]([C:29](O)=[O:30])=[CH:27][CH:26]=4)[N:13]=3)[CH2:10][CH2:9]2)=[CH:4][CH:3]=1.CN(C(ON1N=NC2C=CC=CC1=2)=[N+](C)C)C.[B-](F)(F)(F)F.Cl.Cl.[NH2:58][C@@H:59]([CH2:63][CH2:64][CH2:65][NH:66][C:67]([NH2:69])=[NH:68])[C:60]([NH2:62])=[O:61].CCN(C(C)C)C(C)C. (5) Given the product [Br:3][C:4]1[CH:13]=[C:12]2[C:7]([N:8]=[CH:9][C:10](=[O:14])[N:11]2[CH2:15][C:16]2[CH:21]=[CH:20][CH:19]=[CH:18][CH:17]=2)=[CH:6][CH:5]=1, predict the reactants needed to synthesize it. The reactants are: [H-].[Na+].[Br:3][C:4]1[CH:13]=[C:12]2[C:7]([N:8]=[CH:9][C:10](=[O:14])[NH:11]2)=[CH:6][CH:5]=1.[CH2:15](Br)[C:16]1[CH:21]=[CH:20][CH:19]=[CH:18][CH:17]=1. (6) The reactants are: [Cl:1][C:2]1[N:10]=[C:9]2[C:5]([N:6]=[C:7]([CH2:13][N:14]3[CH2:19][CH2:18]C(N4CC(F)(F)C4)C[CH2:15]3)[N:8]2[CH2:11][CH3:12])=[C:4]([N:26]2[CH2:31][CH2:30][O:29][CH2:28][CH2:27]2)[N:3]=1.[F:32][C:33]([F:42])([F:41])[CH2:34][N:35]1CCNC[CH2:36]1. Given the product [Cl:1][C:2]1[N:10]=[C:9]2[C:5]([N:6]=[C:7]([CH2:13][N:14]3[CH2:19][CH2:18][N:35]([CH2:34][C:33]([F:42])([F:41])[F:32])[CH2:36][CH2:15]3)[N:8]2[CH2:11][CH3:12])=[C:4]([N:26]2[CH2:27][CH2:28][O:29][CH2:30][CH2:31]2)[N:3]=1, predict the reactants needed to synthesize it. (7) Given the product [CH:1]1([CH2:4][N:5]2[C:9]3[CH:10]=[CH:11][C:12]([S:14]([C:17]4([CH2:23][OH:24])[CH2:22][CH2:21][N:20]([C:30](=[O:32])[CH3:31])[CH2:19][CH2:18]4)(=[O:16])=[O:15])=[CH:13][C:8]=3[N:7]=[C:6]2[CH2:25][C:26]([CH3:29])([CH3:28])[CH3:27])[CH2:3][CH2:2]1, predict the reactants needed to synthesize it. The reactants are: [CH:1]1([CH2:4][N:5]2[C:9]3[CH:10]=[CH:11][C:12]([S:14]([C:17]4([CH2:23][OH:24])[CH2:22][CH2:21][NH:20][CH2:19][CH2:18]4)(=[O:16])=[O:15])=[CH:13][C:8]=3[N:7]=[C:6]2[CH2:25][C:26]([CH3:29])([CH3:28])[CH3:27])[CH2:3][CH2:2]1.[C:30](Cl)(=[O:32])[CH3:31].